From a dataset of Forward reaction prediction with 1.9M reactions from USPTO patents (1976-2016). Predict the product of the given reaction. Given the reactants O.O=[C:3]1[NH:8][N:7]=[C:6]([C:9]([OH:11])=O)[CH:5]=[CH:4]1.CN(C)C=O.S(Cl)([Cl:19])=O.[CH3:21][CH:22]([CH3:26])[CH2:23][CH2:24][NH2:25], predict the reaction product. The product is: [CH3:21][CH:22]([CH3:26])[CH2:23][CH2:24][NH:25][C:9]([C:6]1[N:7]=[N:8][C:3]([Cl:19])=[CH:4][CH:5]=1)=[O:11].